Predict the product of the given reaction. From a dataset of Forward reaction prediction with 1.9M reactions from USPTO patents (1976-2016). (1) Given the reactants [C:1]([O:8][CH2:9][CH3:10])(=[O:7])[CH2:2][CH2:3][C:4]([CH3:6])=[O:5].[CH2:11](O)[CH2:12][OH:13].C1(C)C=CC(S(O)(=O)=O)=CC=1.[NH+]1C=CC=CC=1, predict the reaction product. The product is: [CH3:6][C:4]1([CH2:3][CH2:2][C:1]([O:8][CH2:9][CH3:10])=[O:7])[O:13][CH2:12][CH2:11][O:5]1. (2) Given the reactants [I:1]I.C1(P(C2C=CC=CC=2)C2C=CC=CC=2)C=CC=CC=1.[C:22]([C@@:24]1([OH:40])[C@H:28]([OH:29])[C@@H:27]([CH2:30]O)[O:26][C@H:25]1[N:32]1[CH:37]=[CH:36][C:35](=[O:38])[NH:34][C:33]1=[O:39])#[CH:23], predict the reaction product. The product is: [C:22]([C@@:24]1([OH:40])[C@H:28]([OH:29])[C@@H:27]([CH2:30][I:1])[O:26][C@H:25]1[N:32]1[CH:37]=[CH:36][C:35](=[O:38])[NH:34][C:33]1=[O:39])#[CH:23]. (3) Given the reactants Cl[C:2]1[CH:7]=[CH:6][C:5]([N+:8]([O-:10])=[O:9])=[CH:4][N:3]=1.[SH:11][C:12]1[CH:22]=[CH:21][C:15]([CH2:16][CH2:17][C:18]([OH:20])=[O:19])=[CH:14][CH:13]=1.C(=O)([O-])[O-].[K+].[K+].Cl, predict the reaction product. The product is: [N+:8]([C:5]1[CH:6]=[CH:7][C:2]([S:11][C:12]2[CH:13]=[CH:14][C:15]([CH2:16][CH2:17][C:18]([OH:20])=[O:19])=[CH:21][CH:22]=2)=[N:3][CH:4]=1)([O-:10])=[O:9]. (4) Given the reactants N#N.Br[C:4]1[CH:9]=[CH:8][C:7]([O:10][CH3:11])=[C:6]([N+:12]([O-:14])=[O:13])[CH:5]=1.CC1(C)C2C(=C(P(C3C=CC=CC=3)C3C=CC=CC=3)C=CC=2)OC2C(P(C3C=CC=CC=3)C3C=CC=CC=3)=CC=CC1=2.C([O-])([O-])=O.[Cs+].[Cs+].[CH3:63][N:64]1[CH2:69][CH2:68][NH:67][CH2:66][CH2:65]1, predict the reaction product. The product is: [CH3:63][N:64]1[CH2:69][CH2:68][N:67]([C:4]2[CH:9]=[CH:8][C:7]([O:10][CH3:11])=[C:6]([N+:12]([O-:14])=[O:13])[CH:5]=2)[CH2:66][CH2:65]1. (5) The product is: [C:1]([O:5][C:6]([NH:8][C:9]1[CH:14]=[CH:13][CH:12]=[CH:11][C:10]=1[CH2:15][C@@H:16]([OH:31])[C:17]([O:19][CH2:20][CH3:21])=[O:18])=[O:7])([CH3:4])([CH3:3])[CH3:2]. Given the reactants [C:1]([O:5][C:6]([NH:8][C:9]1[CH:14]=[CH:13][CH:12]=[CH:11][C:10]=1/[CH:15]=[CH:16]/[C:17]([O:19][CH2:20][CH3:21])=[O:18])=[O:7])([CH3:4])([CH3:3])[CH3:2].C(O)(=[O:31])C=CC1C=CC=CC=1, predict the reaction product. (6) Given the reactants CC1(C)CCCC(C)(C)N1[Mg]Cl.[Cl-].[Li+].[Cl:15][C:16]1[CH:17]=[C:18]([C:22]2[N:30]=[C:29]([C:31]#[N:32])[N:28]=[C:27]3[C:23]=2[N:24]([CH2:33][C@H:34]2[CH2:39][CH2:38][C@H:37]([CH3:40])[CH2:36][CH2:35]2)[CH:25]=[N:26]3)[CH:19]=[CH:20][CH:21]=1.[CH:41](=[O:48])[C:42]1[CH:47]=[CH:46][CH:45]=[CH:44][CH:43]=1, predict the reaction product. The product is: [Cl:15][C:16]1[CH:17]=[C:18]([C:22]2[N:30]=[C:29]([C:31]#[N:32])[N:28]=[C:27]3[C:23]=2[N:24]([CH2:33][C@H:34]2[CH2:39][CH2:38][C@H:37]([CH3:40])[CH2:36][CH2:35]2)[C:25]([CH:41]([OH:48])[C:42]2[CH:47]=[CH:46][CH:45]=[CH:44][CH:43]=2)=[N:26]3)[CH:19]=[CH:20][CH:21]=1. (7) Given the reactants O.Cl.[Cl:3][C:4]1[C:5]([CH3:26])=[C:6]([S:10]([NH:13][C:14]2[S:15][CH:16]=[C:17]([CH2:19][CH2:20][CH2:21][NH:22][CH2:23][CH2:24][OH:25])[N:18]=2)(=[O:12])=[O:11])[CH:7]=[CH:8][CH:9]=1.Cl[CH2:28][C:29](Cl)=[O:30].[OH-].[K+], predict the reaction product. The product is: [Cl:3][C:4]1[C:5]([CH3:26])=[C:6]([S:10]([NH:13][C:14]2[S:15][CH:16]=[C:17]([CH2:19][CH2:20][CH2:21][N:22]3[CH2:23][CH2:24][O:25][CH2:28][C:29]3=[O:30])[N:18]=2)(=[O:11])=[O:12])[CH:7]=[CH:8][CH:9]=1. (8) Given the reactants Br[C:2]1[CH:3]=[CH:4][C:5]([N:9]2[CH2:14][CH:13]([CH3:15])[CH2:12][CH:11]([CH3:16])[CH2:10]2)=[C:6]([CH:8]=1)[NH2:7].[CH3:17][C:18]1([CH3:32])[CH2:23][O:22][B:21]([B:21]2[O:22][CH2:23][C:18]([CH3:32])([CH3:17])[CH2:19][O:20]2)[O:20][CH2:19]1.C([O-])(=O)C.[K+], predict the reaction product. The product is: [CH3:17][C:18]1([CH3:32])[CH2:23][O:22][B:21]([C:2]2[CH:3]=[CH:4][C:5]([N:9]3[CH2:14][CH:13]([CH3:15])[CH2:12][CH:11]([CH3:16])[CH2:10]3)=[C:6]([CH:8]=2)[NH2:7])[O:20][CH2:19]1. (9) Given the reactants C(=O)([O-])[O-].[K+].[K+].[CH3:7][O:8][C:9]([C:11]1[CH:28]=[CH:27][C:26]2[C@@H:25]3[C@H:16]([C@H:17]4[C@@:21]([CH2:23][C@H:24]3[O:29]C(=O)C)([CH3:22])[C:20]([C:33]3[CH:34]=[N:35][CH:36]=[C:37]([F:39])[CH:38]=3)=[CH:19][CH2:18]4)[CH2:15][CH2:14][C:13]=2[CH:12]=1)=[O:10], predict the reaction product. The product is: [F:39][C:37]1[CH:38]=[C:33]([C:20]2[C@:21]3([CH2:23][C@@H:24]([OH:29])[C@H:25]4[C@@H:16]([CH2:15][CH2:14][C:13]5[CH:12]=[C:11]([C:9]([O:8][CH3:7])=[O:10])[CH:28]=[CH:27][C:26]=54)[C@@H:17]3[CH2:18][CH:19]=2)[CH3:22])[CH:34]=[N:35][CH:36]=1.